Dataset: Full USPTO retrosynthesis dataset with 1.9M reactions from patents (1976-2016). Task: Predict the reactants needed to synthesize the given product. (1) Given the product [Cl:10][C:11]1[N:20]=[C:19]([NH:7][C:5]2[N:4]=[CH:3][N:2]([CH3:1])[CH:6]=2)[C:18]2[C:13](=[CH:14][C:15]([O:22][CH3:23])=[CH:16][CH:17]=2)[N:12]=1, predict the reactants needed to synthesize it. The reactants are: [CH3:1][N:2]1[CH:6]=[C:5]([N+:7]([O-])=O)[N:4]=[CH:3]1.[Cl:10][C:11]1[N:20]=[C:19](Cl)[C:18]2[C:13](=[CH:14][C:15]([O:22][CH3:23])=[CH:16][CH:17]=2)[N:12]=1.CCN(C(C)C)C(C)C. (2) Given the product [Cl-:1].[CH:2]1([CH2:15][NH+:16]([CH3:18])[CH:17]2[CH2:32][CH2:19][CH2:31]2)[C:14]2[N:6]([N:7]=[C:8]3[C:13]=2[CH:12]=[CH:11][CH:10]=[CH:9]3)[CH2:5][CH2:4][O:3]1, predict the reactants needed to synthesize it. The reactants are: [Cl-:1].[C@H:2]1([CH2:15][NH+:16]([CH3:18])[CH3:17])[C:14]2[N:6]([N:7]=[C:8]3[C:13]=2[CH:12]=[CH:11][CH:10]=[CH:9]3)[CH2:5][CH2:4][O:3]1.[CH:19]1([CH2:32]NC2CCC2)[C:31]2N(N=C3C=2C=CC=C3)CCO1. (3) The reactants are: [N:1]1[CH:6]=[CH:5][CH:4]=[CH:3][C:2]=1[C:7]1[N:11]=[C:10]([CH2:12][C:13]([O-:15])=O)[O:9][N:8]=1.[Li+].[Cl:17][C:18]1[CH:19]=[C:20]([CH:29]=[CH:30][C:31]=1[Cl:32])[CH2:21][N:22]1[CH2:27][CH2:26][CH:25]([NH2:28])[CH2:24][CH2:23]1.C1CN([P+](Br)(N2CCCC2)N2CCCC2)CC1.F[P-](F)(F)(F)(F)F.C(N(CC)C(C)C)(C)C.[OH-].[Na+]. Given the product [Cl:17][C:18]1[CH:19]=[C:20]([CH:29]=[CH:30][C:31]=1[Cl:32])[CH2:21][N:22]1[CH2:23][CH2:24][CH:25]([NH:28][C:13](=[O:15])[CH2:12][C:10]2[O:9][N:8]=[C:7]([C:2]3[CH:3]=[CH:4][CH:5]=[CH:6][N:1]=3)[N:11]=2)[CH2:26][CH2:27]1, predict the reactants needed to synthesize it. (4) Given the product [NH2:11][C:3]1[N:4]=[CH:5][C:6]([C:17]2[CH:18]=[CH:19][C:14]([OH:13])=[CH:15][CH:16]=2)=[C:7]([CH2:8][CH3:9])[C:2]=1[Br:1], predict the reactants needed to synthesize it. The reactants are: [Br:1][C:2]1[C:3]([NH2:11])=[N:4][CH:5]=[C:6](Br)[C:7]=1[CH2:8][CH3:9].O.[OH:13][C:14]1[CH:19]=[CH:18][C:17](B(O)O)=[CH:16][CH:15]=1.C([O-])([O-])=O.[Na+].[Na+]. (5) Given the product [NH:10]1[C:7]2=[N:8][CH:9]=[C:4]([NH2:1])[CH:5]=[C:6]2[CH:12]=[N:11]1, predict the reactants needed to synthesize it. The reactants are: [N+:1]([C:4]1[CH:5]=[C:6]2[CH:12]=[N:11][NH:10][C:7]2=[N:8][CH:9]=1)([O-])=O.Cl[Sn]Cl. (6) The reactants are: C[O:2][C:3](=[O:36])[CH2:4][C:5]1([CH:11]2[CH2:20][CH2:19][C:18]3[C:13](=[CH:14][C:15]([O:23][CH3:24])=[C:16]([O:21][CH3:22])[CH:17]=3)[CH:12]2[CH2:25][C:26]2[CH:31]=[CH:30][C:29]([O:32][CH3:33])=[C:28]([O:34][CH3:35])[CH:27]=2)[CH:10]=[CH:9][CH:8]=[CH:7][CH2:6]1.[OH-].[Na+]. Given the product [CH3:35][O:34][C:28]1[CH:27]=[C:26]([CH:31]=[CH:30][C:29]=1[O:32][CH3:33])[CH2:25][CH:12]1[C:13]2[C:18](=[CH:17][C:16]([O:21][CH3:22])=[C:15]([O:23][CH3:24])[CH:14]=2)[CH2:19][CH2:20][CH:11]1[C:5]1([CH2:4][C:3]([OH:36])=[O:2])[CH:6]=[CH:7][CH:8]=[CH:9][CH2:10]1, predict the reactants needed to synthesize it. (7) Given the product [CH2:1]([CH:4]1[CH2:9][CH:8]([C:10]2[CH:15]=[CH:14][CH:13]=[C:12]([Cl:16])[CH:11]=2)[CH:7]([C:17]2[CH:18]=[CH:19][C:20]([Cl:23])=[CH:21][CH:22]=2)[N:6]([CH:24]([CH2:36][CH3:37])[CH2:25][NH2:26])[C:5]1=[O:38])[CH:2]=[CH2:3], predict the reactants needed to synthesize it. The reactants are: [CH2:1]([CH:4]1[CH2:9][CH:8]([C:10]2[CH:15]=[CH:14][CH:13]=[C:12]([Cl:16])[CH:11]=2)[CH:7]([C:17]2[CH:22]=[CH:21][C:20]([Cl:23])=[CH:19][CH:18]=2)[N:6]([CH:24]([CH2:36][CH3:37])[CH2:25][NH:26]CC2C=CC(OC)=CC=2)[C:5]1=[O:38])[CH:2]=[CH2:3].